Task: Predict the reactants needed to synthesize the given product.. Dataset: Retrosynthesis with 50K atom-mapped reactions and 10 reaction types from USPTO Given the product COc1ccc(CCn2c3c(c4cc(Cl)ccc42)CN(C)CC3)cc1, predict the reactants needed to synthesize it. The reactants are: CN1CCc2[nH]c3ccc(Cl)cc3c2C1.COc1ccc(CCBr)cc1.